Dataset: Full USPTO retrosynthesis dataset with 1.9M reactions from patents (1976-2016). Task: Predict the reactants needed to synthesize the given product. The reactants are: [CH3:1][CH:2]([C:4]([O:6][C:7]1[CH:8]=[CH:9][C:10]([CH2:29][OH:30])=[CH:11][C:12]=1[C@@H:13]([C:23]1[CH:24]=[CH:25][CH:26]=[CH:27][CH:28]=1)[CH2:14][CH2:15][N:16]([CH:20]([CH3:22])[CH3:21])[CH:17]([CH3:19])[CH3:18])=[O:5])[CH3:3].[Cl:31][C:32]1[CH:42]=[CH:41][CH:40]=[CH:39][C:33]=1[CH:34]([OH:38])[C:35]([OH:37])=[O:36]. Given the product [CH3:3][CH:2]([C:4]([O:6][C:7]1[CH:8]=[CH:9][C:10]([CH2:29][OH:30])=[CH:11][C:12]=1[C@@H:13]([C:23]1[CH:28]=[CH:27][CH:26]=[CH:25][CH:24]=1)[CH2:14][CH2:15][N:16]([CH:20]([CH3:21])[CH3:22])[CH:17]([CH3:18])[CH3:19])=[O:5])[CH3:1].[Cl:31][C:32]1[CH:42]=[CH:41][CH:40]=[CH:39][C:33]=1[CH:34]([OH:38])[C:35]([O-:37])=[O:36], predict the reactants needed to synthesize it.